This data is from Reaction yield outcomes from USPTO patents with 853,638 reactions. The task is: Predict the reaction yield, written as a fraction of the theoretical maximum amount of product (1.0 means a 100% yield; for example, 0.34 means a 34% yield). (1) The reactants are C1(C)C=CC=[CH:3][C:2]=1[CH:7]=[CH:8][C:9]1[CH:14]=[CH:13][CH:12]=[CH:11][CH:10]=1.[Cl-].[CH2:17]([Al+]CC)C.C=C. The catalyst is ClCCl. The product is [C:13]1([CH3:17])[CH:12]=[CH:11][CH:10]=[C:9]([CH:8]=[CH:7][CH2:2][CH3:3])[CH:14]=1. The yield is 0.932. (2) The reactants are Br[C:2]1[CH:7]=[C:6]([CH2:8][NH:9][C:10]2[CH:28]=[CH:27][CH:26]=[CH:25][C:11]=2[C:12]([NH:14][C:15]2[CH:20]=[CH:19][CH:18]=[C:17]([C:21]([F:24])([F:23])[F:22])[CH:16]=2)=[O:13])[CH:5]=[CH:4][N:3]=1.[CH3:29][S:30](N)(=[O:32])=[O:31].P([O-])([O-])([O-])=O.[K+].[K+].[K+].C(N)C[NH2:44]. The catalyst is O.[Cu]I.O1CCOCC1. The product is [CH3:29][S:30]([C:2]1[CH:7]=[C:6]([CH:8]([NH:9][C:10]2[CH:28]=[CH:27][CH:26]=[CH:25][C:11]=2[C:12]([NH:14][C:15]2[CH:20]=[CH:19][CH:18]=[C:17]([C:21]([F:24])([F:23])[F:22])[CH:16]=2)=[O:13])[NH2:44])[CH:5]=[CH:4][N:3]=1)(=[O:32])=[O:31]. The yield is 0.260. (3) The reactants are [NH2:1][CH2:2][CH2:3][CH2:4][N:5]1[CH2:10][CH2:9][O:8][CH2:7][CH2:6]1.C([N:14]1[C:22]2[C:17](=[CH:18][C:19]([C:23](Cl)=[O:24])=[CH:20][CH:21]=2)[C:16]([C:26]2[CH:31]=[CH:30][C:29]([F:32])=[CH:28][CH:27]=2)=[N:15]1)(=O)C. The catalyst is N1C=CC=CC=1. The product is [F:32][C:29]1[CH:28]=[CH:27][C:26]([C:16]2[C:17]3[C:22](=[CH:21][CH:20]=[C:19]([C:23]([NH:1][CH2:2][CH2:3][CH2:4][N:5]4[CH2:10][CH2:9][O:8][CH2:7][CH2:6]4)=[O:24])[CH:18]=3)[NH:14][N:15]=2)=[CH:31][CH:30]=1. The yield is 0.135. (4) The reactants are [F:1][C:2]1[CH:3]=[C:4](I)[C:5]([NH2:8])=[N:6][CH:7]=1.C[Si]([C:14]#[CH:15])(C)C.C(N(CC)C(C)C)(C)C. The catalyst is [Cu]I.C1C=CC([P]([Pd]([P](C2C=CC=CC=2)(C2C=CC=CC=2)C2C=CC=CC=2)([P](C2C=CC=CC=2)(C2C=CC=CC=2)C2C=CC=CC=2)[P](C2C=CC=CC=2)(C2C=CC=CC=2)C2C=CC=CC=2)(C2C=CC=CC=2)C2C=CC=CC=2)=CC=1.CN1CCCC1=O. The product is [C:14]([C:4]1[C:5]([NH2:8])=[N:6][CH:7]=[C:2]([F:1])[CH:3]=1)#[CH:15]. The yield is 0.300. (5) The product is [CH3:1][C:2]1[O:6][N:5]=[C:4]([C:7]2[CH:8]=[CH:9][CH:10]=[CH:11][CH:12]=2)[C:3]=1[CH2:13][O:14][C:15]1[CH:23]=[CH:22][C:18]([C:19]([NH:24][N:25]2[CH2:30][CH2:29][CH2:28][CH2:27][CH2:26]2)=[O:21])=[CH:17][N:16]=1. No catalyst specified. The yield is 0.210. The reactants are [CH3:1][C:2]1[O:6][N:5]=[C:4]([C:7]2[CH:12]=[CH:11][CH:10]=[CH:9][CH:8]=2)[C:3]=1[CH2:13][O:14][C:15]1[CH:23]=[CH:22][C:18]([C:19]([OH:21])=O)=[CH:17][N:16]=1.[NH2:24][N:25]1[CH2:30][CH2:29][CH2:28][CH2:27][CH2:26]1. (6) The reactants are [Cl:1][C:2]1[C:3]([CH:18]=[CH2:19])=[C:4]([NH:10][CH:11]([CH:15]([OH:17])[CH3:16])[C:12]([OH:14])=O)[CH:5]=[CH:6][C:7]=1[C:8]#[N:9].[C:20]([C:22]1[CH:31]=[CH:30][C:25]([C:26]([NH:28][NH2:29])=[O:27])=[CH:24][CH:23]=1)#[N:21].OC1C2N=NNC=2C=CC=1.Cl.CN(C)CCCN=C=NCC. The catalyst is C1COCC1. The product is [Cl:1][C:2]1[C:3]([CH:18]=[CH2:19])=[C:4]([NH:10][CH:11]([CH:15]([OH:17])[CH3:16])[C:12]([NH:29][NH:28][C:26](=[O:27])[C:25]2[CH:24]=[CH:23][C:22]([C:20]#[N:21])=[CH:31][CH:30]=2)=[O:14])[CH:5]=[CH:6][C:7]=1[C:8]#[N:9]. The yield is 0.490.